This data is from Forward reaction prediction with 1.9M reactions from USPTO patents (1976-2016). The task is: Predict the product of the given reaction. (1) Given the reactants Br[C:2]1[N:7]2[CH:8]=[C:9]([CH2:11][N:12]([CH3:23])[CH:13]3[C:22]4[N:21]=[CH:20][CH:19]=[CH:18][C:17]=4[CH2:16][CH2:15][CH2:14]3)[N:10]=[C:6]2[CH:5]=[CH:4][CH:3]=1.[CH3:24][N:25]([CH2:27][C:28]1[CH:33]=[CH:32][CH:31]=[CH:30][C:29]=1B(O)O)[CH3:26], predict the reaction product. The product is: [CH3:24][N:25]([CH2:27][C:28]1[CH:33]=[CH:32][CH:31]=[CH:30][C:29]=1[C:2]1[N:7]2[CH:8]=[C:9]([CH2:11][N:12]([CH3:23])[CH:13]3[C:22]4[N:21]=[CH:20][CH:19]=[CH:18][C:17]=4[CH2:16][CH2:15][CH2:14]3)[N:10]=[C:6]2[CH:5]=[CH:4][CH:3]=1)[CH3:26]. (2) Given the reactants [Cl-].[NH4+:2].CO[C:5]1[C:6](=[O:22])[N:7]([CH3:21])[CH2:8][C:9]([CH3:20])([C:11]2[CH:16]=[CH:15][CH:14]=[C:13]([N+:17]([O-:19])=[O:18])[CH:12]=2)[N:10]=1, predict the reaction product. The product is: [NH2:2][C:5]1[C:6](=[O:22])[N:7]([CH3:21])[CH2:8][C:9]([CH3:20])([C:11]2[CH:16]=[CH:15][CH:14]=[C:13]([N+:17]([O-:19])=[O:18])[CH:12]=2)[N:10]=1. (3) Given the reactants C([N:8]1[C:16]2[C:15]([Cl:17])=[N:14][C:13]([Cl:18])=[N:12][C:11]=2[CH:10]=[CH:9]1)C1C=CC=CC=1.[Al+3].[Cl-].[Cl-].[Cl-].C(Cl)(Cl)Cl, predict the reaction product. The product is: [Cl:18][C:13]1[N:14]=[C:15]([Cl:17])[C:16]2[NH:8][CH:9]=[CH:10][C:11]=2[N:12]=1. (4) Given the reactants [OH:1][C:2]1[CH:9]=[C:8]([CH:10]([CH3:12])[CH3:11])[CH:7]=[CH:6][C:3]=1[CH:4]=O.[CH2:13]([O:15][C:16](=[O:23])/[CH:17]=[CH:18]/[C:19]([F:22])([F:21])[F:20])[CH3:14], predict the reaction product. The product is: [CH:10]([C:8]1[CH:9]=[C:2]2[C:3]([CH:4]=[C:17]([C:16]([O:15][CH2:13][CH3:14])=[O:23])[CH:18]([C:19]([F:20])([F:22])[F:21])[O:1]2)=[CH:6][CH:7]=1)([CH3:12])[CH3:11]. (5) Given the reactants C(OC([N:8]1[CH2:13][CH2:12][CH:11]([NH:14][C:15]2[CH:20]=[CH:19][CH:18]=[CH:17][C:16]=2[C:21]([CH3:24])([CH3:23])[CH3:22])[CH2:10][CH2:9]1)=O)(C)(C)C.[ClH:25], predict the reaction product. The product is: [ClH:25].[ClH:25].[C:21]([C:16]1[CH:17]=[CH:18][CH:19]=[CH:20][C:15]=1[NH:14][CH:11]1[CH2:12][CH2:13][NH:8][CH2:9][CH2:10]1)([CH3:24])([CH3:22])[CH3:23]. (6) Given the reactants [O-]P([O-])([O-])=O.[K+].[K+].[K+].Br[C:10]1[N:15]=[N:14][C:13]([NH2:16])=[CH:12][CH:11]=1.[Cl-].[CH3:18][NH+:19]1[CH2:24][CH:23]=[C:22](B2OC(C)(C)C(C)(C)O2)[CH2:21][CH2:20]1.CC(C1C=C(C(C)C)C(C2C=CC=CC=2P(C2CCCCC2)C2CCCCC2)=C(C(C)C)C=1)C, predict the reaction product. The product is: [CH3:18][N:19]1[CH2:20][CH:21]=[C:22]([C:10]2[N:15]=[N:14][C:13]([NH2:16])=[CH:12][CH:11]=2)[CH2:23][CH2:24]1. (7) Given the reactants [F:1][C:2]1[CH:7]=[CH:6][C:5]([C:8]2[N:9]=[C:10]3[CH:15]=[C:14]([CH:16]([OH:21])[CH2:17][N:18]([CH3:20])[CH3:19])[CH:13]=[CH:12][N:11]3[C:22]=2[C:23]2[CH:28]=[CH:27][N:26]=[C:25](SC)[N:24]=2)=[CH:4][CH:3]=1.CO.O[O:34][S:35]([O-:37])=O.[K+].[CH3:39]C(C)=O, predict the reaction product. The product is: [F:1][C:2]1[CH:3]=[CH:4][C:5]([C:8]2[N:9]=[C:10]3[CH:15]=[C:14]([CH:16]([OH:21])[CH2:17][N:18]([CH3:20])[CH3:19])[CH:13]=[CH:12][N:11]3[C:22]=2[C:23]2[CH:28]=[CH:27][N:26]=[C:25]([S:35]([CH3:39])(=[O:37])=[O:34])[N:24]=2)=[CH:6][CH:7]=1. (8) Given the reactants [F:1][C:2]1[CH:7]=[CH:6][C:5]([C:8](=O)[CH2:9][C:10](=O)[CH3:11])=[CH:4][CH:3]=1.FC(F)(F)C(O)=O.[NH:21]([CH2:23][C:24]1[CH:25]=[C:26]([CH:29]=[CH:30][CH:31]=1)[C:27]#[N:28])[NH2:22].C(N(CC)CC)C.FC(F)(F)C(O)=O, predict the reaction product. The product is: [F:1][C:2]1[CH:7]=[CH:6][C:5]([C:8]2[N:21]([CH2:23][C:24]3[CH:25]=[C:26]([CH:29]=[CH:30][CH:31]=3)[C:27]#[N:28])[N:22]=[C:10]([CH3:11])[CH:9]=2)=[CH:4][CH:3]=1. (9) The product is: [NH:1]1[CH:5]=[CH:4][C:3]([CH2:8][NH:16][C:17]([NH2:19])=[S:18])=[N:2]1. Given the reactants [N:1]1[NH:2][C:3](NC)=[CH:4][CH:5]=1.[C:8]([N:16]=[C:17]=[S:18])(=O)C1C=CC=CC=1.[NH3:19], predict the reaction product. (10) The product is: [C:42]([O:46][C:47]([N:49]1[CH2:54][CH2:53][CH:52]([CH:55]=[CH:22][C:14]2[O:13][C:21]3[CH:20]=[CH:19][N:18]=[CH:17][C:16]=3[CH:15]=2)[CH2:51][CH2:50]1)=[O:48])([CH3:45])([CH3:43])[CH3:44]. Given the reactants [Li+].C[Si]([N-][Si](C)(C)C)(C)C.Cl.[Br-].[O:13]1[C:21]2[CH:20]=[CH:19][N:18]=[CH:17][C:16]=2[CH:15]=[C:14]1[CH2:22][P+](C1C=CC=CC=1)(C1C=CC=CC=1)C1C=CC=CC=1.[C:42]([O:46][C:47]([N:49]1[CH2:54][CH2:53][CH:52]([CH:55]=O)[CH2:51][CH2:50]1)=[O:48])([CH3:45])([CH3:44])[CH3:43], predict the reaction product.